This data is from CYP1A2 inhibition data for predicting drug metabolism from PubChem BioAssay. The task is: Regression/Classification. Given a drug SMILES string, predict its absorption, distribution, metabolism, or excretion properties. Task type varies by dataset: regression for continuous measurements (e.g., permeability, clearance, half-life) or binary classification for categorical outcomes (e.g., BBB penetration, CYP inhibition). Dataset: cyp1a2_veith. The molecule is Cc1cc(-c2cc(C)c(O)c(C(C)(C)C)c2)cc(C(C)(C)C)c1O. The result is 1 (inhibitor).